This data is from Drug-target binding data from BindingDB using Kd measurements. The task is: Regression. Given a target protein amino acid sequence and a drug SMILES string, predict the binding affinity score between them. We predict pKd (pKd = -log10(Kd in M); higher means stronger binding). Dataset: bindingdb_kd. (1) The compound is CO[C@]12CC[C@@]3(C[C@@H]1C(C)(C)O)[C@H]1Cc4ccc(O)c5c4[C@@]3(CCN1CC1CC1)[C@H]2O5. The target protein sequence is MDSPIQIFRGEPGPTCAPSACLPPNSSAWFPGWAEPDSNGSAGSEDAQLEPAHISPAIPVIITAVYSVVFVVGLVGNSLVMFVIIRYTKMKTATNIYIFNLALADALVTTTMPFQSTVYLMNSWPFGDVLCKIVISIDYYNMFTSIFTLTMMSVDRYIAVCHPVKALDFRTPLKAKIINICIWLLSSSVGISAIVLGGTKVREDVDVIECSLQFPDDDYSWWDLFMKICVFIFAFVIPVLIIIVCYTLMILRLKSVRLLSGSREKDRNLRRITRLVLVVVAVFVVCWTPIFIFILVEALGSTSHSTAALSSYYFCIALGYTNSSLNPILYAFLDENFKRCFRDFCFPLKMRMERQSTSRVRNTVQDPAYLRDIDGMNKPV. The pKd is 8.4. (2) The small molecule is Cc1c(C(=O)NN2CCCCC2)nn(-c2ccc(Cl)cc2Cl)c1-c1ccc(Cl)cc1. The target protein sequence is MKSILDGLADTTFRTITTDLLYVGSNDIQYEDIKGDMASKLGYFPQKFPLTSFRGSPFQEKMTAGDNPQLVPADQVNITEFYNKSLSSFKENEENIQCGENFMDIECFMVLNPSQQLAIAVLSLTLGTFTVLENLLVLCVILHSRSLRCRPSYHFIGSLAVADLLGSVIFVYSFIDFHVFHRKDSRNVFLFKLGGVTASFTASVGSLFLTAIDRYISIHRPLAYKRIVTRPKAVVAFCLMWTIAIVIAVLPLLGWNCEKLQSVCSDIFPHIDETYLMFWIGVTSVLLLFIVYAYMYILWKAHSHAVRMIQRGTQKSIIIHTSEDGKVQVTRPDQARMDARLAKTLVLILVVLIICWGPLLAIMVYDVFGKMNKLIKTVFAFCSMLCLLNSTVNPIIYALRSKDLRHAFRSMFPSCEGTAQPLDNSMGDSDCLHKHANNAASVHRAAESCIKSTVKIAKVTMSVSTDTSAEAL. The pKd is 8.4. (3) The compound is CO[C@]12CC[C@@]3(C[C@@H]1C(C)(C)O)[C@H]1Cc4ccc(O)c5c4[C@@]3(CCN1CC1CC1)[C@H]2O5. The target protein sequence is MDSPIQIFRGEPGPTCAPSACLPPNSSAWFPGWAEPDSNGSAGSEDAQLEPAHISPAIPVIITAVYSVVFVVGLVGNSLVMFVIIRYTKMKTATNIYIFNLALADALVTTTMPFQSTVYLMNSWPFGDVLCKIVISIDYYNMFTSIFTLTMMSVDRYIAVCHPVKALDFRTPLKAKIINICIWLLSSSVGISAIVLGGTKVREDVDVIECSLQFPDDDYSWWDLFMKICVFIFAFVIPVLIIIVCYTLMILRLKSVRLLSGSREKDRNLRRITRLVLVVVAVFVVCWTPIHIFALVEALGSTSHSTAALSSYYFCIALGYTNSSLNPILYAFLDENFKRCFRDFCFPLKMRMERQSTSRVRNTVQDPAYLRDIDGMNKPV. The pKd is 8.5.